From a dataset of Reaction yield outcomes from USPTO patents with 853,638 reactions. Predict the reaction yield, written as a fraction of the theoretical maximum amount of product (1.0 means a 100% yield; for example, 0.34 means a 34% yield). (1) The yield is 0.880. The reactants are [CH2:1]([O:8][CH2:9][CH2:10][CH2:11][C@H:12]1[CH2:16][CH2:15][N:14]([C:17]2[CH:18]=[N:19][CH:20]=[C:21]([O:23][CH2:24][C@@H:25]3[CH2:29][CH2:28][CH2:27][NH:26]3)[CH:22]=2)[CH2:13]1)[C:2]1[CH:7]=[CH:6][CH:5]=[CH:4][CH:3]=1.[ClH:30]. The product is [ClH:30].[CH2:1]([O:8][CH2:9][CH2:10][CH2:11][C@H:12]1[CH2:16][CH2:15][N:14]([C:17]2[CH:18]=[N:19][CH:20]=[C:21]([O:23][CH2:24][C@@H:25]3[CH2:29][CH2:28][CH2:27][NH:26]3)[CH:22]=2)[CH2:13]1)[C:2]1[CH:3]=[CH:4][CH:5]=[CH:6][CH:7]=1. The catalyst is CO. (2) The reactants are [CH3:1][NH:2][S:3]([C:6]1[CH:7]=[C:8]2[C:12](=[CH:13][CH:14]=1)[NH:11][C:10](=[O:15])[CH2:9]2)(=[O:5])=[O:4].[CH2:16]([O:18][C:19](=[O:32])[CH2:20][NH:21][C:22]([C:24]1[C:28]([CH3:29])=[C:27]([CH:30]=O)[NH:26][CH:25]=1)=[O:23])[CH3:17]. The catalyst is N1CCCCC1.C(O)C. The product is [CH2:16]([O:18][C:19](=[O:32])[CH2:20][NH:21][C:22]([C:24]1[C:28]([CH3:29])=[C:27]([CH:30]=[C:9]2[C:8]3[C:12](=[CH:13][CH:14]=[C:6]([S:3](=[O:5])(=[O:4])[NH:2][CH3:1])[CH:7]=3)[NH:11][C:10]2=[O:15])[NH:26][CH:25]=1)=[O:23])[CH3:17]. The yield is 0.360. (3) The reactants are C[Si]([N-][Si](C)(C)C)(C)C.[Li+].[C:11]([O:15][C:16]([NH:18][CH:19]1[C:25](=[O:26])[NH:24][C:23]2[CH:27]=[CH:28][CH:29]=[CH:30][C:22]=2[NH:21][CH2:20]1)=[O:17])([CH3:14])([CH3:13])[CH3:12].Br[CH2:32][C:33]([O:35][CH3:36])=[O:34]. The catalyst is C1COCC1.C(OCC)(=O)C. The product is [CH3:36][O:35][C:33](=[O:34])[CH2:32][N:24]1[C:25](=[O:26])[C@@H:19]([NH:18][C:16]([O:15][C:11]([CH3:14])([CH3:12])[CH3:13])=[O:17])[CH2:20][NH:21][C:22]2[CH:30]=[CH:29][CH:28]=[CH:27][C:23]1=2. The yield is 0.830. (4) The yield is 0.760. The catalyst is CO. The reactants are C1(COC([NH:11][CH2:12][C:13]([N:15]2[CH2:20][CH2:19][CH2:18][CH2:17][C@@H:16]2[C:21]([O:23]C)=O)=[O:14])=O)C=CC=CC=1. The product is [C:21]1(=[O:23])[NH:11][CH2:12][C:13](=[O:14])[N:15]2[CH2:20][CH2:19][CH2:18][CH2:17][C@H:16]12. (5) The reactants are [C:1]1([S:7](Cl)(=[O:9])=[O:8])[CH:6]=[CH:5][CH:4]=[CH:3][CH:2]=1.[NH2:11][C:12]1[CH:13]=[C:14]([C@@H:26]([OH:45])[CH2:27][NH:28][C:29]([CH3:44])([CH3:43])[CH2:30][CH2:31][N:32]2[CH:36]=[C:35]([C:37]3[CH:42]=[CH:41][CH:40]=[CH:39][CH:38]=3)[N:34]=[CH:33]2)[CH:15]=[CH:16][C:17]=1[O:18][CH2:19][C:20]1[CH:25]=[CH:24][CH:23]=[CH:22][CH:21]=1. The catalyst is N1C=CC=CC=1. The product is [CH2:19]([O:18][C:17]1[CH:16]=[CH:15][C:14]([C@@H:26]([OH:45])[CH2:27][NH:28][C:29]([CH3:44])([CH3:43])[CH2:30][CH2:31][N:32]2[CH:36]=[C:35]([C:37]3[CH:38]=[CH:39][CH:40]=[CH:41][CH:42]=3)[N:34]=[CH:33]2)=[CH:13][C:12]=1[NH:11][S:7]([C:1]1[CH:6]=[CH:5][CH:4]=[CH:3][CH:2]=1)(=[O:9])=[O:8])[C:20]1[CH:25]=[CH:24][CH:23]=[CH:22][CH:21]=1. The yield is 0.990. (6) The reactants are Cl[C:2]1[CH:16]=[CH:15][C:5]2[C:6](=[O:14])[NH:7][C:8]3[C:13]([C:4]=2[CH:3]=1)=[CH:12][CH:11]=[CH:10][N:9]=3.F[C:18]1[CH:19]=[C:20]([CH:22]=[CH:23][CH:24]=1)[NH2:21].C1(P(C2CCCCC2)C2C=CC=CC=2C2C(C(C)C)=CC(C(C)C)=CC=2C(C)C)CCCCC1.C[C:60](C)([O-:62])C.[Na+]. The catalyst is O1CCOCC1.C([O-])(=O)C.[Pd+2].C([O-])(=O)C. The product is [CH3:60][O:62][C:22]1[CH:23]=[CH:24][CH:18]=[CH:19][C:20]=1[NH:21][C:2]1[CH:16]=[CH:15][C:5]2[C:6](=[O:14])[NH:7][C:8]3[C:13]([C:4]=2[CH:3]=1)=[CH:12][CH:11]=[CH:10][N:9]=3. The yield is 0.380.